This data is from Full USPTO retrosynthesis dataset with 1.9M reactions from patents (1976-2016). The task is: Predict the reactants needed to synthesize the given product. (1) Given the product [CH3:12][O:11][C:9]([C:8]1[C:6]([OH:7])=[CH:5][C:3](=[O:4])[NH:22][C:21]=1[C:20]([F:24])([F:23])[F:19])=[O:10], predict the reactants needed to synthesize it. The reactants are: CO[C:3]([CH2:5][C:6]([CH2:8][C:9]([O:11][CH3:12])=[O:10])=[O:7])=[O:4].CC(C)([O-])C.[K+].[F:19][C:20]([F:24])([F:23])[C:21]#[N:22]. (2) Given the product [OH:13][CH2:14][C:6]1[C:3]2[CH:4]=[CH:5][S:1][C:2]=2[CH:9]=[CH:8][CH:7]=1, predict the reactants needed to synthesize it. The reactants are: [S:1]1[CH:5]=[CH:4][C:3]2[C:6](=O)[CH2:7][CH2:8][CH2:9][C:2]1=2.BrBr.[OH2:13].[CH3:14]O. (3) The reactants are: S(OOS([O-])(=O)=O)([O-])(=O)=O.[NH4+].[NH4+].[OH-].[Na+].C(S([O-])(=O)=O)CCCCCCC.[Na+].C(F)(F)=C.[F:32][C:33]([F:40])([F:39])[C:34]([F:38])=[C:35]([F:37])[F:36].[F:41][C:42]([F:46])=[C:43]([F:45])[F:44]. Given the product [F:32][C:33]([F:40])([F:39])[C:34]([F:38])=[C:35]([F:37])[F:36].[F:41][C:42]([F:46])=[C:43]([F:45])[F:44], predict the reactants needed to synthesize it.